Predict the product of the given reaction. From a dataset of Forward reaction prediction with 1.9M reactions from USPTO patents (1976-2016). (1) Given the reactants [Cl:1][C:2]1[CH:3]=[C:4]([CH:7]=[CH:8][CH:9]=1)[CH:5]=O.Cl.[NH2:11][OH:12].[OH-].[Na+].Cl, predict the reaction product. The product is: [Cl:1][C:2]1[CH:3]=[C:4]([CH:7]=[CH:8][CH:9]=1)[CH:5]=[N:11][OH:12]. (2) Given the reactants CS(O[CH2:6][C@H:7]([C:17]1[CH:22]=[CH:21][C:20]([Br:23])=[CH:19][C:18]=1[CH3:24])[CH2:8][O:9][CH2:10][C:11]1[CH:16]=[CH:15][CH:14]=[CH:13][CH:12]=1)(=O)=O.CCCC[N+](CCCC)(CCCC)CCCC.[F-:42].C(OCC)C, predict the reaction product. The product is: [CH2:10]([O:9][CH2:8][C@@H:7]([C:17]1[CH:22]=[CH:21][C:20]([Br:23])=[CH:19][C:18]=1[CH3:24])[CH2:6][F:42])[C:11]1[CH:16]=[CH:15][CH:14]=[CH:13][CH:12]=1.